Dataset: Reaction yield outcomes from USPTO patents with 853,638 reactions. Task: Predict the reaction yield, written as a fraction of the theoretical maximum amount of product (1.0 means a 100% yield; for example, 0.34 means a 34% yield). (1) The reactants are [NH2:1][C:2]1[CH:10]=[CH:9][C:5]([C:6]([NH2:8])=[O:7])=[CH:4][CH:3]=1.N1C=CC=CC=1.Cl[C:18]([O:20][C:21]1[CH:26]=[CH:25][CH:24]=[CH:23][CH:22]=1)=[O:19].CCCCC. The catalyst is C(Cl)Cl.C(OCC)C. The product is [C:6]([C:5]1[CH:9]=[CH:10][C:2]([NH:1][C:18](=[O:19])[O:20][C:21]2[CH:26]=[CH:25][CH:24]=[CH:23][CH:22]=2)=[CH:3][CH:4]=1)(=[O:7])[NH2:8]. The yield is 0.770. (2) The product is [C:20]([O:19][C:17](=[O:18])[NH:2][CH:3]1[CH2:8][CH2:7][CH:6]([OH:9])[CH2:5][CH2:4]1)([CH3:23])([CH3:22])[CH3:21]. The catalyst is O1CCCC1. The yield is 0.970. The reactants are Cl.[NH2:2][C@H:3]1[CH2:8][CH2:7][C@H:6]([OH:9])[CH2:5][CH2:4]1.C(N(CC)CC)C.[C:17](O[C:17]([O:19][C:20]([CH3:23])([CH3:22])[CH3:21])=[O:18])([O:19][C:20]([CH3:23])([CH3:22])[CH3:21])=[O:18].C(OCC)(=O)C. (3) The reactants are Cl.[NH:2]1[CH2:7][CH2:6][CH2:5][CH:4]([OH:8])[CH2:3]1.C(N(CC)CC)C.[C:16](O[C:16]([O:18][C:19]([CH3:22])([CH3:21])[CH3:20])=[O:17])([O:18][C:19]([CH3:22])([CH3:21])[CH3:20])=[O:17].C(OCC)C. The catalyst is ClCCl. The product is [OH:8][CH:4]1[CH2:5][CH2:6][CH2:7][N:2]([C:16]([O:18][C:19]([CH3:22])([CH3:21])[CH3:20])=[O:17])[CH2:3]1. The yield is 0.880. (4) The reactants are [C:1]1([CH:7]([C:13]2[C:18](=[O:19])[C:17]([CH3:20])=[C:16]([CH3:21])[C:15](=[O:22])[C:14]=2[CH3:23])[CH2:8][CH2:9][C:10]([OH:12])=[O:11])[CH:6]=[CH:5][CH:4]=[CH:3][CH:2]=1.[N+:24]([O:27][CH2:28][CH2:29][CH2:30][CH2:31][CH2:32][CH2:33]O)([O-:26])=[O:25].C(N=C=NCCCN(C)C)C. The catalyst is C(Cl)Cl.CN(C1C=CN=CC=1)C. The product is [C:1]1([CH:7]([C:13]2[C:18](=[O:19])[C:17]([CH3:20])=[C:16]([CH3:21])[C:15](=[O:22])[C:14]=2[CH3:23])[CH2:8][CH2:9][C:10]([O:12][CH2:33][CH2:32][CH2:31][CH2:30][CH2:29][CH2:28][O:27][N+:24]([O-:26])=[O:25])=[O:11])[CH:6]=[CH:5][CH:4]=[CH:3][CH:2]=1. The yield is 0.830.